This data is from Forward reaction prediction with 1.9M reactions from USPTO patents (1976-2016). The task is: Predict the product of the given reaction. (1) Given the reactants FC(F)(F)S(O[C:7]1[CH2:16][CH2:15][C:10]2([O:14][CH2:13][CH2:12][O:11]2)[CH2:9][CH:8]=1)(=O)=O.[CH:19]([O:22][C:23]1[C:24]([N+:39]([O-:41])=[O:40])=[CH:25][C:26]([CH3:38])=[C:27](B2OC(C)(C)C(C)(C)O2)[CH:28]=1)([CH3:21])[CH3:20].[O-]P([O-])([O-])=O.[K+].[K+].[K+].O.CCCCCC.CCOC(C)=O, predict the reaction product. The product is: [CH:19]([O:22][C:23]1[C:24]([N+:39]([O-:41])=[O:40])=[CH:25][C:26]([CH3:38])=[C:27]([C:7]2[CH2:16][CH2:15][C:10]3([O:14][CH2:13][CH2:12][O:11]3)[CH2:9][CH:8]=2)[CH:28]=1)([CH3:21])[CH3:20]. (2) The product is: [C:8]([O:7][C:6]([NH:5][C@@H:2]([CH3:1])[C@@H:3]([OH:4])[C:14]([F:21])([F:20])[C:15]([O:17][CH2:18][CH3:19])=[O:16])=[O:12])([CH3:11])([CH3:10])[CH3:9]. Given the reactants [CH3:1][C@H:2]([NH:5][C:6](=[O:12])[O:7][C:8]([CH3:11])([CH3:10])[CH3:9])[CH:3]=[O:4].Br[C:14]([F:21])([F:20])[C:15]([O:17][CH2:18][CH3:19])=[O:16].Cl, predict the reaction product.